From a dataset of Catalyst prediction with 721,799 reactions and 888 catalyst types from USPTO. Predict which catalyst facilitates the given reaction. (1) Reactant: [Cl:1][C:2]1[CH:19]=[CH:18][C:5]([N:6]([CH3:17])[S:7]([C:10]2[CH:15]=[CH:14][C:13]([CH3:16])=[CH:12][CH:11]=2)(=[O:9])=[O:8])=[C:4]([C:20](=O)[NH2:21])[CH:3]=1.FC(F)(F)C(OC(=O)C(F)(F)F)=O.O. Product: [Cl:1][C:2]1[CH:19]=[CH:18][C:5]([N:6]([CH3:17])[S:7]([C:10]2[CH:11]=[CH:12][C:13]([CH3:16])=[CH:14][CH:15]=2)(=[O:8])=[O:9])=[C:4]([C:20]#[N:21])[CH:3]=1. The catalyst class is: 17. (2) Reactant: Br[C:2]1[CH:3]=[C:4]([S:9]([NH:12][C:13]2[CH:22]=[CH:21][C:16]([C:17]([O:19][CH3:20])=[O:18])=[C:15]([OH:23])[CH:14]=2)(=[O:11])=[O:10])[CH:5]=[N:6][C:7]=1[Cl:8].[F:24][C:25]1[C:30]([O:31][CH3:32])=[CH:29][CH:28]=[CH:27][C:26]=1B(O)O.CCN(C(C)C)C(C)C.C(Cl)Cl. Product: [Cl:8][C:7]1[N:6]=[CH:5][C:4]([S:9]([NH:12][C:13]2[CH:22]=[CH:21][C:16]([C:17]([O:19][CH3:20])=[O:18])=[C:15]([OH:23])[CH:14]=2)(=[O:11])=[O:10])=[CH:3][C:2]=1[C:26]1[CH:27]=[CH:28][CH:29]=[C:30]([O:31][CH3:32])[C:25]=1[F:24]. The catalyst class is: 75. (3) Reactant: [Br:1][C:2]1[C:13]2[C:5](=[CH:6][C:7]([C:16]3[CH:21]=[CH:20][CH:19]=[CH:18][C:17]=3[Cl:22])=[C:8]3[C:12]=2[C:11](=[O:14])[NH:10][C:9]3=[O:15])[N:4]([CH3:23])[C:3]=1[CH2:24][OH:25].B(F)(F)F.[CH3:30][CH2:31][O:32]CC. Product: [Br:1][C:2]1[C:13]2[C:5](=[CH:6][C:7]([C:16]3[CH:21]=[CH:20][CH:19]=[CH:18][C:17]=3[Cl:22])=[C:8]3[C:12]=2[C:11](=[O:14])[NH:10][C:9]3=[O:15])[N:4]([CH3:23])[C:3]=1[CH2:24][O:25][CH2:30][CH2:31][OH:32]. The catalyst class is: 196. (4) Reactant: [Li+].[Cl-].[CH:3]1[CH:8]=CC(P(C2C=CC=CC=2)C2C=CC=CC=2)=C[CH:4]=1.FC(F)(F)S(O[C:28]1[CH:33]=[C:32]([Cl:34])[C:31]([C:35]#[N:36])=[CH:30][C:29]=1[Cl:37])(=O)=O.C([Sn](CCCC)(CCCC)CCCC)C=C. Product: [CH2:8]([C:28]1[C:29]([Cl:37])=[CH:30][C:31]([C:35]#[N:36])=[C:32]([Cl:34])[CH:33]=1)[CH:3]=[CH2:4]. The catalyst class is: 235. (5) Reactant: Cl.Cl.[CH:3]1([C@@H:6]([C:8]2[CH:9]=[N:10][C:11]([C:14]([F:17])([F:16])[F:15])=[CH:12][CH:13]=2)[NH2:7])[CH2:5][CH2:4]1.C(N(CC)C(C)C)(C)C.Br[C:28]1[C:29]2[CH2:37][N:36]([C:38]3[CH:43]=[CH:42][C:41]([Cl:44])=[CH:40][N:39]=3)[CH2:35][CH2:34][C:30]=2[N:31]=[CH:32][N:33]=1. Product: [Cl:44][C:41]1[CH:42]=[CH:43][C:38]([N:36]2[CH2:35][CH2:34][C:30]3[N:31]=[CH:32][N:33]=[C:28]([NH:7][C@@H:6]([CH:3]4[CH2:5][CH2:4]4)[C:8]4[CH:9]=[N:10][C:11]([C:14]([F:17])([F:15])[F:16])=[CH:12][CH:13]=4)[C:29]=3[CH2:37]2)=[N:39][CH:40]=1. The catalyst class is: 10. (6) Product: [CH3:1][O:2][C:3](=[O:18])[CH2:4][CH:5]1[CH2:6][CH2:7][N:8]([C:11]([O:13][C:14]([CH3:16])([CH3:15])[CH3:17])=[O:12])[CH2:9][CH2:10]1. The catalyst class is: 407. Reactant: [CH3:1][O:2][C:3](=[O:18])[CH:4]=[C:5]1[CH2:10][CH2:9][N:8]([C:11]([O:13][C:14]([CH3:17])([CH3:16])[CH3:15])=[O:12])[CH2:7][CH2:6]1.[H][H]. (7) Reactant: [C:1]([O:5][C:6](=[O:17])[CH2:7][C@@H:8]([CH2:15][OH:16])[CH2:9][C@H:10]([CH3:14])[CH2:11][CH2:12][CH3:13])([CH3:4])([CH3:3])[CH3:2].C(N(CC)CC)C.[S:25](Cl)([C:28]1[CH:34]=[CH:33][C:31]([CH3:32])=[CH:30][CH:29]=1)(=[O:27])=[O:26].Cl. Product: [C:1]([O:5][C:6](=[O:17])[CH2:7][C@@H:8]([CH2:15][O:16][S:25]([C:28]1[CH:34]=[CH:33][C:31]([CH3:32])=[CH:30][CH:29]=1)(=[O:27])=[O:26])[CH2:9][C@H:10]([CH3:14])[CH2:11][CH2:12][CH3:13])([CH3:3])([CH3:2])[CH3:4]. The catalyst class is: 64. (8) Reactant: [CH3:1][O:2][C:3](=[O:21])[C:4]1[CH:9]=[CH:8][C:7](OS(C(F)(F)F)(=O)=O)=[C:6]([N+:18]([O-:20])=[O:19])[CH:5]=1.[CH3:22][N:23](C)C=O. Product: [CH3:1][O:2][C:3](=[O:21])[C:4]1[CH:9]=[CH:8][C:7]([C:22]#[N:23])=[C:6]([N+:18]([O-:20])=[O:19])[CH:5]=1. The catalyst class is: 267. (9) Reactant: [CH:1]1[C:4]2[CH:5]=[CH:6][C:7]([CH:9]3[CH2:14][CH:13]4[CH2:15][CH:10]3[CH:11]=[CH:12]4)=[CH:8][C:3]=2[CH:2]=1.[CH2:16]1[CH:20]2[CH:19]3[CH:18]=[CH:17][CH:16]([CH:19]2[CH:18]=[CH:17]1)[CH2:20]3.C=CCCCC.C(OCC)=C. Product: [CH:14]1[CH2:13][CH:15]=[CH:10][CH:9]=1.[CH:20]1[CH2:19][CH:18]=[CH:17][CH:16]=1.[CH:1]1[C:4]2[CH:5]=[CH:6][C:7]([CH:9]3[CH2:14][CH:13]4[CH2:15][CH:10]3[CH:11]=[CH:12]4)=[CH:8][C:3]=2[CH:2]=1. The catalyst class is: 36.